Dataset: Tyrosyl-DNA phosphodiesterase HTS with 341,365 compounds. Task: Binary Classification. Given a drug SMILES string, predict its activity (active/inactive) in a high-throughput screening assay against a specified biological target. (1) The molecule is s1c2c(nc1C)ccc(NC(=O)Cc1cc3OCCOc3cc1)c2. The result is 0 (inactive). (2) The compound is Clc1cc(F)c(NC(=O)CCS(=O)(=O)c2cc3CCN(c3cc2)C(=O)C)cc1. The result is 0 (inactive). (3) The molecule is O1C(CCC1)CNC(=O)c1c(=O)n(c2c(c1O)cccc2)CCC. The result is 0 (inactive). (4) The drug is O=C(NCC1CC1)c1c(NC(=O)Nc2ccccc2)cccc1. The result is 0 (inactive).